From a dataset of Reaction yield outcomes from USPTO patents with 853,638 reactions. Predict the reaction yield, written as a fraction of the theoretical maximum amount of product (1.0 means a 100% yield; for example, 0.34 means a 34% yield). (1) The reactants are [NH:1]1[CH2:5][CH2:4][CH2:3][CH2:2]1.[N:6]1[CH:11]=[CH:10][CH:9]=[CH:8]C=1.C(Cl)Cl.[C:15]12([C:31](Cl)=[O:32])[CH2:24][C:19]3([C:25](Cl)=[O:26])[CH2:20][CH:21]([CH2:23][C:17]([C:28](Cl)=[O:29])([CH2:18]3)[CH2:16]1)[CH2:22]2. The catalyst is C1(C)C=CC=CC=1. The product is [N:1]1([C:31]([C:15]23[CH2:24][C:19]4([C:25]([N:1]5[CH2:5][CH2:4][CH2:3][CH2:2]5)=[O:26])[CH2:20][CH:21]([CH2:23][C:17]([C:28]([N:6]5[CH2:8][CH2:9][CH2:10][CH2:11]5)=[O:29])([CH2:18]4)[CH2:16]2)[CH2:22]3)=[O:32])[CH2:5][CH2:4][CH2:3][CH2:2]1. The yield is 0.900. (2) The reactants are [CH:1]1([C:7]2[C:8]3[CH:25]=[CH:24][C:23]([C:26]([O:28][CH2:29][CH3:30])=[O:27])=[N:22][C:9]=3[N:10]3[C:16]=2[C:15]2[CH:17]=[CH:18][CH:19]=[CH:20][C:14]=2[NH:13][C:12](=O)[CH2:11]3)[CH2:6][CH2:5][CH2:4][CH2:3][CH2:2]1.C(=O)([O-])O.[Na+]. The catalyst is O1CCCC1. The product is [CH:1]1([C:7]2[C:8]3[CH:25]=[CH:24][C:23]([C:26]([O:28][CH2:29][CH3:30])=[O:27])=[N:22][C:9]=3[N:10]3[C:16]=2[C:15]2[CH:17]=[CH:18][CH:19]=[CH:20][C:14]=2[NH:13][CH2:12][CH2:11]3)[CH2:2][CH2:3][CH2:4][CH2:5][CH2:6]1. The yield is 0.690. (3) The reactants are [OH2:1].Cl[C:3]1[N:8]=[C:7]([NH:9]N)[C:6]([O:11][CH3:12])=[CH:5][N:4]=1.ClNNCO[C:18]1[N:23]=CC=C[N:19]=1.N#CBr.[CH3:27][O-].[Na+]. The catalyst is C(#N)C.CO.C(O)(C)(C)C. The product is [NH2:23][C:18]1[N:9]=[C:7]2[N:8]([C:3]([O:1][CH3:27])=[N:4][CH:5]=[C:6]2[O:11][CH3:12])[N:19]=1. The yield is 0.824. (4) The reactants are [Cl:1][C:2]1[C:7]([Cl:8])=[CH:6][CH:5]=[CH:4][C:3]=1[CH:9](O)[CH2:10][C:11]1[CH:16]=[CH:15][N:14]=[CH:13][CH:12]=1.P([N:34]=[N+:35]=[N-:36])(=O)(OC1C=CC=CC=1)OC1C=CC=CC=1.C1CCN2C(=NCCC2)CC1.ClC1C(Cl)=CC=CC=1C=CC1C=CN=CC=1. The catalyst is C1COCC1. The product is [N:34]([CH:9]([C:3]1[CH:4]=[CH:5][CH:6]=[C:7]([Cl:8])[C:2]=1[Cl:1])[CH2:10][C:11]1[CH:16]=[CH:15][N:14]=[CH:13][CH:12]=1)=[N+:35]=[N-:36]. The yield is 0.460. (5) The yield is 0.890. The product is [CH3:1][S:2][C:3]1[N:4]=[CH:5][C:6]2[C:12](=[O:13])[CH2:11][CH:10]([C:14]([OH:16])=[O:15])[N:9]([C:19]3([CH2:24][O:25][Si:26]([CH:30]([CH3:32])[CH3:31])([CH:27]([CH3:29])[CH3:28])[CH:33]([CH3:35])[CH3:34])[CH2:23][CH2:22][CH2:21][CH2:20]3)[C:7]=2[N:8]=1. The reactants are [CH3:1][S:2][C:3]1[N:4]=[CH:5][C:6]2[C:12](=[O:13])[CH2:11][CH:10]([C:14]([O:16]CC)=[O:15])[N:9]([C:19]3([CH2:24][O:25][Si:26]([CH:33]([CH3:35])[CH3:34])([CH:30]([CH3:32])[CH3:31])[CH:27]([CH3:29])[CH3:28])[CH2:23][CH2:22][CH2:21][CH2:20]3)[C:7]=2[N:8]=1.C(#N)C.[OH-].[Na+]. The catalyst is O1CCCC1. (6) The reactants are [C:1]1([C:37]2[CH:42]=[CH:41][CH:40]=[CH:39][CH:38]=2)[CH:6]=[CH:5][C:4]([CH2:7][N:8]([CH2:21][C:22]2[CH:23]=[C:24]([CH:34]=[CH:35][CH:36]=2)[CH2:25][NH:26]C(=O)OC(C)(C)C)[S:9]([C:12]2[CH:17]=[C:16]([Cl:18])[CH:15]=[C:14]([Cl:19])[C:13]=2[OH:20])(=[O:11])=[O:10])=[CH:3][CH:2]=1.C(O)(C(F)(F)F)=O. The catalyst is C(Cl)Cl. The product is [NH2:26][CH2:25][C:24]1[CH:23]=[C:22]([CH:36]=[CH:35][CH:34]=1)[CH2:21][N:8]([CH2:7][C:4]1[CH:5]=[CH:6][C:1]([C:37]2[CH:38]=[CH:39][CH:40]=[CH:41][CH:42]=2)=[CH:2][CH:3]=1)[S:9]([C:12]1[CH:17]=[C:16]([Cl:18])[CH:15]=[C:14]([Cl:19])[C:13]=1[OH:20])(=[O:11])=[O:10]. The yield is 0.960.